Dataset: Full USPTO retrosynthesis dataset with 1.9M reactions from patents (1976-2016). Task: Predict the reactants needed to synthesize the given product. (1) Given the product [CH3:1][C:2]1[N:3]([CH:16]([CH3:24])[C:17](=[O:18])[N:19]2[CH2:23][CH2:22][CH2:21][CH2:20]2)[C:4]2[C:9]([C:10]=1[C:11]([O:13][CH3:14])=[O:12])=[CH:8][CH:7]=[CH:6][CH:5]=2, predict the reactants needed to synthesize it. The reactants are: [CH3:1][C:2]1[NH:3][C:4]2[C:9]([C:10]=1[C:11]([O:13][CH3:14])=[O:12])=[CH:8][CH:7]=[CH:6][CH:5]=2.Br[CH:16]([CH3:24])[C:17]([N:19]1[CH2:23][CH2:22][CH2:21][CH2:20]1)=[O:18].C(=O)([O-])[O-].[Cs+].[Cs+]. (2) Given the product [CH3:5][N:6](/[CH:11]=[N:36]\[C:34]([C:24]1[C:23]2[CH:37]=[C:19]([C:16]3[CH:17]=[CH:18][C:13]4[O:12][CH2:11][N:6]5[C:7]6[CH:8]=[CH:9][CH:10]=[C:2]([F:1])[C:3]=6[CH:4]=[C:5]5[C:14]=4[N:15]=3)[C:20]([N:38]([CH3:43])[S:39]([CH3:42])(=[O:41])=[O:40])=[CH:21][C:22]=2[O:26][C:25]=1[C:27]1[CH:28]=[CH:29][C:30]([F:33])=[CH:31][CH:32]=1)=[O:35])[CH3:7], predict the reactants needed to synthesize it. The reactants are: [F:1][C:2]1[C:3]2[CH:4]=[C:5]3[C:14]4[N:15]=[C:16]([C:19]5[C:20]([N:38]([CH3:43])[S:39]([CH3:42])(=[O:41])=[O:40])=[CH:21][C:22]6[O:26][C:25]([C:27]7[CH:32]=[CH:31][C:30]([F:33])=[CH:29][CH:28]=7)=[C:24]([C:34]([NH2:36])=[O:35])[C:23]=6[CH:37]=5)[CH:17]=[CH:18][C:13]=4[O:12][CH2:11][N:6]3[C:7]=2[CH:8]=[CH:9][CH:10]=1. (3) Given the product [NH2:44][C:39]1[C:40]([C:41]([NH2:42])=[O:43])=[C:35]([N:32]2[CH2:33][CH2:34][CH:29]([C:14]3[N:13]([CH:10]4[CH2:11][CH2:12][NH:8][CH2:9]4)[CH:17]=[C:16]([C:18]4[CH:23]=[CH:22][C:21]([F:24])=[C:20]([C:25]([F:27])([F:26])[F:28])[CH:19]=4)[N:15]=3)[CH2:30][CH2:31]2)[N:36]=[CH:37][N:38]=1, predict the reactants needed to synthesize it. The reactants are: C(OC([N:8]1[CH2:12][CH2:11][CH:10]([N:13]2[CH:17]=[C:16]([C:18]3[CH:23]=[CH:22][C:21]([F:24])=[C:20]([C:25]([F:28])([F:27])[F:26])[CH:19]=3)[N:15]=[C:14]2[CH:29]2[CH2:34][CH2:33][N:32]([C:35]3[C:40]([C:41](=[O:43])[NH2:42])=[C:39]([NH2:44])[N:38]=[CH:37][N:36]=3)[CH2:31][CH2:30]2)[CH2:9]1)=O)(C)(C)C.Cl. (4) Given the product [Br:1][C:2]1[C:3]2[N:4]([C:14]([C:17]([O:19][CH2:20][CH3:21])=[O:18])=[CH:15][N:12]=2)[CH:5]=[C:6]([C:8]([F:11])([F:9])[F:10])[CH:7]=1, predict the reactants needed to synthesize it. The reactants are: [Br:1][C:2]1[C:3]([NH2:12])=[N:4][CH:5]=[C:6]([C:8]([F:11])([F:10])[F:9])[CH:7]=1.Cl[C:14]([C:17]([O:19][CH2:20][CH3:21])=[O:18])=[CH:15][O-].[K+].S(=O)(=O)(O)O.C(O)C. (5) Given the product [C:1]([O:5][C:6](=[O:35])[C:7]1[CH:12]=[CH:11][CH:10]=[C:9]([CH2:13][CH:14]([NH:15][C:56](=[O:57])[CH2:55][C:48]2([CH2:51][N+:52]([O-:54])=[O:53])[CH2:47][CH2:46][CH:45]([CH2:44][NH:43][C:41]([O:40][C:36]([CH3:39])([CH3:38])[CH3:37])=[O:42])[CH2:50][CH2:49]2)[B:20]2[O:28][CH:27]3[C:22]([CH3:32])([CH:23]4[CH2:29][CH:25]([CH2:26]3)[C:24]4([CH3:31])[CH3:30])[O:21]2)[C:8]=1[O:33][CH3:34])([CH3:4])([CH3:3])[CH3:2], predict the reactants needed to synthesize it. The reactants are: [C:1]([O:5][C:6](=[O:35])[C:7]1[CH:12]=[CH:11][CH:10]=[C:9]([CH2:13][CH:14]([B:20]2[O:28][CH:27]3[C:22]([CH3:32])([CH:23]4[CH2:29][CH:25]([CH2:26]3)[C:24]4([CH3:31])[CH3:30])[O:21]2)[NH:15][Si](C)(C)C)[C:8]=1[O:33][CH3:34])([CH3:4])([CH3:3])[CH3:2].[C:36]([O:40][C:41]([NH:43][CH2:44][CH:45]1[CH2:50][CH2:49][C:48]([CH2:55][C:56](O)=[O:57])([CH2:51][N+:52]([O-:54])=[O:53])[CH2:47][CH2:46]1)=[O:42])([CH3:39])([CH3:38])[CH3:37]. (6) Given the product [C:1]([OH:6])(=[O:5])[CH:2]=[CH2:3].[CH2:8]([NH:9][C:10](=[O:11])[CH:27]=[CH2:28])[NH:32][C:22](=[O:23])[CH:20]=[CH2:18], predict the reactants needed to synthesize it. The reactants are: [C:1]([O:6]C[CH2:8][N:9]=[C:10]=[O:11])(=[O:5])[C:2](C)=[CH2:3].O=C1O[C@H:18]([C@H:20]([CH2:22][OH:23])O)C(O)=C1O.OO.C(O)(=O)[CH:27]=[CH2:28].C[N:32](C=O)C. (7) The reactants are: [NH2:1][C:2]1[C:11]2[CH:10]=[CH:9][C:8]([F:12])=[C:7](Br)[C:6]=2[N:5]=[C:4]2[CH2:14][N:15]([CH:18]3[CH2:21][CH2:20][CH2:19]3)[C:16](=[O:17])[C:3]=12.[CH3:22][O:23][C:24]1[N:29]=[C:28]([O:30][CH3:31])[C:27](B2OC(C)(C)C(C)(C)O2)=[CH:26][N:25]=1. Given the product [NH2:1][C:2]1[C:11]2[CH:10]=[CH:9][C:8]([F:12])=[C:7]([C:27]3[C:28]([O:30][CH3:31])=[N:29][C:24]([O:23][CH3:22])=[N:25][CH:26]=3)[C:6]=2[N:5]=[C:4]2[CH2:14][N:15]([CH:18]3[CH2:21][CH2:20][CH2:19]3)[C:16](=[O:17])[C:3]=12, predict the reactants needed to synthesize it.